Dataset: Reaction yield outcomes from USPTO patents with 853,638 reactions. Task: Predict the reaction yield, written as a fraction of the theoretical maximum amount of product (1.0 means a 100% yield; for example, 0.34 means a 34% yield). (1) The reactants are [CH2:1]([OH:7])[CH:2]([OH:6])[CH2:3][CH2:4][OH:5].[CH3:8][C:9]([CH3:11])=O.C(N(CC)CC)C. The catalyst is O.C1(C)C=CC(S(O)(=O)=O)=CC=1. The product is [CH3:8][C:9]1([CH3:11])[O:6][CH:2]([CH2:3][CH2:4][OH:5])[CH2:1][O:7]1. The yield is 0.803. (2) The reactants are [Cl:1][C:2]1[CH:7]=[CH:6][C:5]([C@@H:8]2[CH2:13][CH2:12][C@H:11]([C:14]3[C:15](=[O:26])[C:16]4[C:21]([C:22](=[O:25])[C:23]=3[OH:24])=[CH:20][CH:19]=[CH:18][CH:17]=4)[CH2:10][CH2:9]2)=[CH:4][CH:3]=1. The catalyst is OS(O)(=O)=O. The product is [Cl:1][C:2]1[CH:3]=[CH:4][C:5]([C@H:8]2[CH2:13][CH2:12][C@H:11]([C:14]3[C:15](=[O:26])[C:16]4[C:21]([C:22](=[O:25])[C:23]=3[OH:24])=[CH:20][CH:19]=[CH:18][CH:17]=4)[CH2:10][CH2:9]2)=[CH:6][CH:7]=1. The yield is 0.850. (3) The reactants are [NH2:1][C:2]1[CH:10]=[C:6]([C:7]([OH:9])=[O:8])[C:5]([OH:11])=[CH:4][CH:3]=1.[CH3:12][O:13][C:14]1[CH:21]=[CH:20][C:17]([CH2:18]Cl)=[CH:16][CH:15]=1. No catalyst specified. The product is [CH3:12][O:13][C:14]1[CH:21]=[CH:20][C:17]([CH2:18][NH:1][C:2]2[CH:10]=[C:6]([C:7]([OH:9])=[O:8])[C:5]([OH:11])=[CH:4][CH:3]=2)=[CH:16][CH:15]=1. The yield is 0.500. (4) The reactants are [CH:1]([O:4][C:5]([N:7]1[CH2:12][CH2:11][CH:10]([O:13][C:14]2[C:19]([CH3:20])=[C:18]([O:21][C:22]3[CH:27]=[CH:26][C:25]([CH2:28][C:29](O)=[O:30])=[CH:24][C:23]=3[F:32])[N:17]=[CH:16][N:15]=2)[CH2:9][CH2:8]1)=[O:6])([CH3:3])[CH3:2].[CH3:33][N:34](C(ON1N=NC2C=CC=NC1=2)=[N+](C)C)[CH3:35].F[P-](F)(F)(F)(F)F.CNC. The catalyst is CN(C=O)C. The product is [CH:1]([O:4][C:5]([N:7]1[CH2:12][CH2:11][CH:10]([O:13][C:14]2[C:19]([CH3:20])=[C:18]([O:21][C:22]3[CH:27]=[CH:26][C:25]([CH2:28][C:29](=[O:30])[N:34]([CH3:35])[CH3:33])=[CH:24][C:23]=3[F:32])[N:17]=[CH:16][N:15]=2)[CH2:9][CH2:8]1)=[O:6])([CH3:3])[CH3:2]. The yield is 0.250. (5) The reactants are [CH2:1]([O:8][N:9]1[C:15](=[O:16])[N:14]2[CH2:17][C@H:10]1[CH2:11][CH2:12][C@H:13]2[C:18]([OH:20])=O)[C:2]1[CH:7]=[CH:6][CH:5]=[CH:4][CH:3]=1.[C:21]([NH:26][NH2:27])(=[O:25])[CH2:22][CH2:23][CH3:24].ON1C2C=CC=CC=2N=N1.Cl.C(N=C=NCCCN(C)C)C. The catalyst is C(Cl)Cl.CN(C)C1C=CN=CC=1. The product is [CH2:1]([O:8][N:9]1[C:15](=[O:16])[N:14]2[CH2:17][C@@H:10]1[CH2:11][CH2:12][C@@H:13]2[C:18]([NH:27][NH:26][C:21](=[O:25])[CH2:22][CH2:23][CH3:24])=[O:20])[C:2]1[CH:3]=[CH:4][CH:5]=[CH:6][CH:7]=1. The yield is 0.950. (6) The reactants are Cl.[NH2:2][CH2:3][CH2:4][C:5]1[CH:6]=[C:7]([OH:12])[C:8]([OH:11])=[CH:9][CH:10]=1.O=C1CCC(=O)N1[C@@H:20]([CH:24]1[N:30]=[C:29]([C:31]2[CH:36]=[CH:35][C:34]([Cl:37])=[CH:33][CH:32]=2)[C:28]2[CH:38]=[C:39]([O:42][CH3:43])[CH:40]=[CH:41][C:27]=2[N:26]2[C:44]([CH3:47])=[N:45][N:46]=[C:25]12)[C:21]([O-])=[O:22]. The catalyst is C1COCC1. The product is [Cl:37][C:34]1[CH:35]=[CH:36][C:31]([C:29]2[C:28]3[CH:38]=[C:39]([O:42][CH3:43])[CH:40]=[CH:41][C:27]=3[N:26]3[C:44]([CH3:47])=[N:45][N:46]=[C:25]3[C@H:24]([CH2:20][C:21]([NH:2][CH2:3][CH2:4][C:5]3[CH:10]=[CH:9][C:8]([OH:11])=[C:7]([OH:12])[CH:6]=3)=[O:22])[N:30]=2)=[CH:32][CH:33]=1. The yield is 0.220. (7) The reactants are O[Li].O.[CH2:4]([O:6][C:7](=[N:9][O:10][C:11]1[CH:16]=[CH:15][C:14]([C:17]([O:19]CC2C=CC=CC=2)=[O:18])=[CH:13][CH:12]=1)[CH3:8])[CH3:5].C1COCC1.CO.O. The catalyst is O. The product is [CH2:4]([O:6][C:7](=[N:9][O:10][C:11]1[CH:16]=[CH:15][C:14]([C:17]([OH:19])=[O:18])=[CH:13][CH:12]=1)[CH3:8])[CH3:5]. The yield is 0.940.